This data is from Catalyst prediction with 721,799 reactions and 888 catalyst types from USPTO. The task is: Predict which catalyst facilitates the given reaction. (1) Reactant: [CH2:1]([OH:8])[CH2:2][CH2:3][CH2:4][CH2:5][CH2:6][OH:7].[CH2:9]([CH:15]([CH2:19][CH2:20][CH2:21][CH2:22][CH2:23][CH2:24][CH2:25][CH3:26])[C:16](Cl)=[O:17])[CH2:10][CH2:11][CH2:12][CH2:13][CH3:14].C(N(CC)CC)C. Product: [CH2:9]([CH:15]([CH2:19][CH2:20][CH2:21][CH2:22][CH2:23][CH2:24][CH2:25][CH3:26])[C:16]([O:7][CH2:6][CH2:5][CH2:4][CH2:3][CH2:2][CH2:1][OH:8])=[O:17])[CH2:10][CH2:11][CH2:12][CH2:13][CH3:14]. The catalyst class is: 539. (2) Reactant: [Br:1][C:2]1[CH:7]=[CH:6][C:5]([O:8][CH3:9])=[C:4]([N+:10]([O-])=O)[C:3]=1[N+:13]([O-])=O. Product: [Br:1][C:2]1[CH:7]=[CH:6][C:5]([O:8][CH3:9])=[C:4]([NH2:10])[C:3]=1[NH2:13]. The catalyst class is: 446.